This data is from Forward reaction prediction with 1.9M reactions from USPTO patents (1976-2016). The task is: Predict the product of the given reaction. (1) Given the reactants [C:1]([CH:5]1[N:14]2[C:9](=[CH:10][C:11](=[O:20])[C:12]([C:15]([O:17]CC)=[O:16])=[CH:13]2)[C:8]2[CH:21]=[C:22]([O:36][CH3:37])[C:23]([O:25][CH2:26][CH2:27][CH2:28][CH2:29][CH2:30][NH:31][S:32]([CH3:35])(=[O:34])=[O:33])=[CH:24][C:7]=2[CH2:6]1)([CH3:4])([CH3:3])[CH3:2].CO.O[Li].O.Cl, predict the reaction product. The product is: [C:1]([CH:5]1[N:14]2[C:9](=[CH:10][C:11](=[O:20])[C:12]([C:15]([OH:17])=[O:16])=[CH:13]2)[C:8]2[CH:21]=[C:22]([O:36][CH3:37])[C:23]([O:25][CH2:26][CH2:27][CH2:28][CH2:29][CH2:30][NH:31][S:32]([CH3:35])(=[O:33])=[O:34])=[CH:24][C:7]=2[CH2:6]1)([CH3:4])([CH3:2])[CH3:3]. (2) Given the reactants [NH2:1][C:2]1[CH:11]=[CH:10][CH:9]=[C:8]2[C:3]=1[CH:4]=[CH:5][N:6]=[C:7]2[Cl:12].N1[CH:18]=[CH:17]C=CC=1.ClC(O[C:23]1[CH:28]=[CH:27][CH:26]=[CH:25][CH:24]=1)=O.C([N:32]([CH2:36]C)[CH:33]([CH3:35])[CH3:34])(C)C.[OH2:38], predict the reaction product. The product is: [Cl:12][C:7]1[C:8]2[C:3](=[C:2]([NH:1][C:36]([NH:32][C@@H:33]3[CH2:34][CH2:18][C@H:17]([C:23]4[CH:24]=[CH:25][CH:26]=[CH:27][CH:28]=4)[CH2:35]3)=[O:38])[CH:11]=[CH:10][CH:9]=2)[CH:4]=[CH:5][N:6]=1. (3) Given the reactants [CH2:1]([N:8]1[CH:12]=[C:11]([CH2:13][C:14]#N)[C:10]([O:16][CH2:17][C:18]2[CH:23]=[CH:22][CH:21]=[CH:20][CH:19]=2)=[N:9]1)[C:2]1[CH:7]=[CH:6][CH:5]=[CH:4][CH:3]=1.[OH-:24].[Na+].[O:26]1CC[CH2:28][CH2:27]1.Cl, predict the reaction product. The product is: [CH2:1]([N:8]1[CH:12]=[C:11]([CH2:13][C:14]([O:26][CH2:27][CH3:28])=[O:24])[C:10]([O:16][CH2:17][C:18]2[CH:23]=[CH:22][CH:21]=[CH:20][CH:19]=2)=[N:9]1)[C:2]1[CH:7]=[CH:6][CH:5]=[CH:4][CH:3]=1.